From a dataset of Forward reaction prediction with 1.9M reactions from USPTO patents (1976-2016). Predict the product of the given reaction. (1) Given the reactants [O:1]([CH2:8][CH2:9][CH2:10][C:11]([NH:13][C@@H:14]1[C:23]2[C:18](=[CH:19][CH:20]=[CH:21][CH:22]=2)[CH2:17][CH2:16][CH2:15]1)=O)[C:2]1[CH:7]=[CH:6][CH:5]=[CH:4][CH:3]=1, predict the reaction product. The product is: [O:1]([CH2:8][CH2:9][CH2:10][CH2:11][NH:13][C@@H:14]1[C:23]2[C:18](=[CH:19][CH:20]=[CH:21][CH:22]=2)[CH2:17][CH2:16][CH2:15]1)[C:2]1[CH:3]=[CH:4][CH:5]=[CH:6][CH:7]=1. (2) Given the reactants [CH3:1][C:2]1[N:6]([CH2:7][C:8]([N:10]2[CH2:15][CH2:14][CH:13]([C:16](=[S:18])[NH2:17])[CH2:12][CH2:11]2)=[O:9])[N:5]=[C:4]([C:19]([F:22])([F:21])[F:20])[CH:3]=1.Br[CH2:24][C:25]([C:27]1[CH2:31][C@H:30]([C:32]2[CH:37]=[CH:36][CH:35]=[CH:34][CH:33]=2)[O:29][N:28]=1)=O, predict the reaction product. The product is: [C:32]1([C@@H:30]2[O:29][N:28]=[C:27]([C:25]3[N:17]=[C:16]([CH:13]4[CH2:14][CH2:15][N:10]([C:8](=[O:9])[CH2:7][N:6]5[C:2]([CH3:1])=[CH:3][C:4]([C:19]([F:22])([F:20])[F:21])=[N:5]5)[CH2:11][CH2:12]4)[S:18][CH:24]=3)[CH2:31]2)[CH:33]=[CH:34][CH:35]=[CH:36][CH:37]=1. (3) Given the reactants [Cl:1][C:2]1[CH:7]=[CH:6][C:5]([S:8][CH2:9][C:10]2[CH:18]=[CH:17][C:13]([C:14](O)=[O:15])=[CH:12][CH:11]=2)=[C:4]([NH:19][S:20]([C:23]2[CH:28]=[CH:27][C:26]([Cl:29])=[C:25]([C:30]([F:33])([F:32])[F:31])[CH:24]=2)(=[O:22])=[O:21])[CH:3]=1.[N:34]1([CH2:39][CH2:40][NH2:41])[CH2:38][CH2:37][CH2:36][CH2:35]1.C(Cl)CCl, predict the reaction product. The product is: [Cl:1][C:2]1[CH:7]=[CH:6][C:5]([S:8][CH2:9][C:10]2[CH:18]=[CH:17][C:13]([C:14]([NH:41][CH2:40][CH2:39][N:34]3[CH2:38][CH2:37][CH2:36][CH2:35]3)=[O:15])=[CH:12][CH:11]=2)=[C:4]([NH:19][S:20]([C:23]2[CH:28]=[CH:27][C:26]([Cl:29])=[C:25]([C:30]([F:31])([F:32])[F:33])[CH:24]=2)(=[O:22])=[O:21])[CH:3]=1. (4) Given the reactants [C:1]1([C:7]2[CH:8]=[CH:9][C:10]([C:19](=O)[CH3:20])=[N:11][C:12]=2[C:13]2[CH:18]=[CH:17][CH:16]=[CH:15][CH:14]=2)[CH:6]=[CH:5][CH:4]=[CH:3][CH:2]=1.[NH2:22][OH:23].Cl.N1C=CC=CC=1, predict the reaction product. The product is: [C:1]1([C:7]2[CH:8]=[CH:9][C:10]([C:19](=[N:22][OH:23])[CH3:20])=[N:11][C:12]=2[C:13]2[CH:18]=[CH:17][CH:16]=[CH:15][CH:14]=2)[CH:6]=[CH:5][CH:4]=[CH:3][CH:2]=1. (5) Given the reactants [C:1]([NH:4][NH:5][C:6]([C@@H:8]1[CH2:14][CH2:13][C@@H:12]2[CH2:15][N:9]1[C:10](=[O:24])[N:11]2[O:16]CC1C=CC=CC=1)=[O:7])(=[O:3])[CH3:2], predict the reaction product. The product is: [C:1]([NH:4][NH:5][C:6]([C@@H:8]1[CH2:14][CH2:13][C@@H:12]2[CH2:15][N:9]1[C:10](=[O:24])[N:11]2[OH:16])=[O:7])(=[O:3])[CH3:2]. (6) Given the reactants [N:1]1([C:15]([O:17][C:18]([CH3:21])([CH3:20])[CH3:19])=[O:16])[CH2:6][CH2:5][O:4][C:3]2[N:7]=[CH:8][C:9]([C:11]([O:13]C)=[O:12])=[CH:10][C:2]1=2.O.[OH-].[Li+], predict the reaction product. The product is: [C:18]([O:17][C:15]([N:1]1[CH2:6][CH2:5][O:4][C:3]2[N:7]=[CH:8][C:9]([C:11]([OH:13])=[O:12])=[CH:10][C:2]1=2)=[O:16])([CH3:21])([CH3:19])[CH3:20]. (7) Given the reactants [F:1][C:2]1[CH:11]=[C:10]2[C:5]([CH:6]=[C:7]([C@@H:22]([NH:24]C(=O)OC(C)(C)C)[CH3:23])[C:8]([C:12]3[CH:17]=[CH:16][CH:15]=[CH:14][C:13]=3[S:18]([CH3:21])(=[O:20])=[O:19])=[N:9]2)=[CH:4][CH:3]=1.Cl.FC1C=C2C(C=C([C@@H](N)C)C(C3C=CC=CC=3S(C)(=O)=O)=N2)=CC=1.[NH2:57][C:58]1[C:63]([C:64]#[N:65])=[C:62](Cl)[N:61]=[CH:60][N:59]=1.CCN(C(C)C)C(C)C, predict the reaction product. The product is: [NH2:57][C:58]1[C:63]([C:64]#[N:65])=[C:62]([NH:24][C@H:22]([C:7]2[C:8]([C:12]3[CH:17]=[CH:16][CH:15]=[CH:14][C:13]=3[S:18]([CH3:21])(=[O:20])=[O:19])=[N:9][C:10]3[C:5]([CH:6]=2)=[CH:4][CH:3]=[C:2]([F:1])[CH:11]=3)[CH3:23])[N:61]=[CH:60][N:59]=1. (8) Given the reactants Cl.[C:2]([C:6]1[CH:11]=[CH:10][C:9]([CH:12]2[C:16]3[C:17]([CH3:24])=[C:18]([NH2:23])[C:19]([CH3:22])=[C:20]([CH3:21])[C:15]=3[O:14][C:13]2([CH3:26])[CH3:25])=[CH:8][CH:7]=1)([CH3:5])([CH3:4])[CH3:3].[C:27]([CH2:31][C:32](Cl)=[O:33])([CH3:30])([CH3:29])[CH3:28].C(N(CC)CC)C.O, predict the reaction product. The product is: [C:2]([C:6]1[CH:11]=[CH:10][C:9]([CH:12]2[C:16]3[C:17]([CH3:24])=[C:18]([NH:23][C:32](=[O:33])[CH2:31][C:27]([CH3:30])([CH3:29])[CH3:28])[C:19]([CH3:22])=[C:20]([CH3:21])[C:15]=3[O:14][C:13]2([CH3:26])[CH3:25])=[CH:8][CH:7]=1)([CH3:5])([CH3:4])[CH3:3]. (9) Given the reactants Cl.[CH:2]1[C:14]2[CH:13]([CH2:15][O:16][C:17]([NH:19][C@@H:20]([CH2:25]I)[C:21]([O:23][CH3:24])=[O:22])=[O:18])[C:12]3[C:7](=[CH:8][CH:9]=[CH:10][CH:11]=3)[C:6]=2[CH:5]=[CH:4][CH:3]=1.[CH2:27]([O:34][C:35]1[CH:40]=[CH:39][C:38](I)=[C:37]([F:42])[CH:36]=1)[C:28]1[CH:33]=[CH:32][CH:31]=[CH:30][CH:29]=1.O, predict the reaction product. The product is: [CH2:27]([O:34][C:35]1[CH:40]=[CH:39][C:38]([CH2:25][C@H:20]([NH:19][C:17]([O:16][CH2:15][CH:13]2[C:12]3[CH:11]=[CH:10][CH:9]=[CH:8][C:7]=3[C:6]3[C:14]2=[CH:2][CH:3]=[CH:4][CH:5]=3)=[O:18])[C:21]([O:23][CH3:24])=[O:22])=[C:37]([F:42])[CH:36]=1)[C:28]1[CH:29]=[CH:30][CH:31]=[CH:32][CH:33]=1. (10) Given the reactants [N:1]1([C:7]2[CH:12]=[CH:11][N:10]=[C:9]3[NH:13][CH:14]=[C:15]([NH:16][C:17](=[O:24])[C:18]4[CH:23]=[CH:22][CH:21]=[N:20][CH:19]=4)[C:8]=23)[CH2:6][CH2:5][NH:4][CH2:3][CH2:2]1.[C:25]([O:29][C:30]([NH:32][CH2:33][C:34](O)=[O:35])=[O:31])([CH3:28])([CH3:27])[CH3:26].C1C=CC2N(O)N=NC=2C=1.O.CCN=C=NCCCN(C)C.CCN(C(C)C)C(C)C, predict the reaction product. The product is: [C:17]([NH:16][C:15]1[C:8]2[C:9](=[N:10][CH:11]=[CH:12][C:7]=2[N:1]2[CH2:2][CH2:3][N:4]([C:34](=[O:35])[CH2:33][NH:32][C:30](=[O:31])[O:29][C:25]([CH3:26])([CH3:27])[CH3:28])[CH2:5][CH2:6]2)[NH:13][CH:14]=1)(=[O:24])[C:18]1[CH:23]=[CH:22][CH:21]=[N:20][CH:19]=1.